From a dataset of Forward reaction prediction with 1.9M reactions from USPTO patents (1976-2016). Predict the product of the given reaction. (1) Given the reactants [N-:1]=[N+:2]=[N-:3].[Na+].[CH:5](OCC)(OCC)OCC.[CH3:15][C:16]1[CH:21]=[C:20]([NH2:22])[N:19]=[CH:18][C:17]=1[CH2:23][C:24]([O:26][CH2:27][CH3:28])=[O:25], predict the reaction product. The product is: [CH3:15][C:16]1[CH:21]=[C:20]([N:22]2[CH:5]=[N:3][N:2]=[N:1]2)[N:19]=[CH:18][C:17]=1[CH2:23][C:24]([O:26][CH2:27][CH3:28])=[O:25]. (2) Given the reactants [CH2:1]([O:3][C:4](=[O:24])[CH:5]=[CH:6][C@@H:7]([CH3:23])[C@H:8]([N:14]([C:16]([O:18][C:19]([CH3:22])([CH3:21])[CH3:20])=[O:17])[CH3:15])[C:9]1[O:10][CH:11]=[CH:12][CH:13]=1)[CH3:2], predict the reaction product. The product is: [CH2:1]([O:3][C:4](=[O:24])[CH2:5][CH2:6][C@@H:7]([CH3:23])[C@H:8]([N:14]([C:16]([O:18][C:19]([CH3:22])([CH3:21])[CH3:20])=[O:17])[CH3:15])[C:9]1[O:10][CH:11]=[CH:12][CH:13]=1)[CH3:2].